This data is from Peptide-MHC class I binding affinity with 185,985 pairs from IEDB/IMGT. The task is: Regression. Given a peptide amino acid sequence and an MHC pseudo amino acid sequence, predict their binding affinity value. This is MHC class I binding data. (1) The peptide sequence is GEISPLPSL. The MHC is HLA-B44:03 with pseudo-sequence HLA-B44:03. The binding affinity (normalized) is 0.606. (2) The peptide sequence is ERYFRINSL. The binding affinity (normalized) is 0.474. The MHC is HLA-C06:02 with pseudo-sequence HLA-C06:02. (3) The peptide sequence is YARECQEVL. The MHC is HLA-A31:01 with pseudo-sequence HLA-A31:01. The binding affinity (normalized) is 0.0847. (4) The peptide sequence is VERRLVKVL. The MHC is HLA-B48:01 with pseudo-sequence HLA-B48:01. The binding affinity (normalized) is 0.0847. (5) The peptide sequence is GTGDSRLTY. The MHC is HLA-A01:01 with pseudo-sequence HLA-A01:01. The binding affinity (normalized) is 0.601.